This data is from Catalyst prediction with 721,799 reactions and 888 catalyst types from USPTO. The task is: Predict which catalyst facilitates the given reaction. (1) The catalyst class is: 73. Product: [CH2:8]([C:5]1[CH:6]=[CH:7][C:2]([C:21]2[S:20][C:19]([C:2]3[CH:3]=[CH:4][C:5]([CH2:8][CH2:9][CH2:10][CH2:11][CH2:12][CH3:13])=[CH:6][CH:7]=3)=[CH:23][CH:22]=2)=[CH:3][CH:4]=1)[CH2:9][CH2:10][CH2:11][CH2:12][CH3:13]. Reactant: Br[C:2]1[CH:7]=[CH:6][C:5]([CH2:8][CH2:9][CH2:10][CH2:11][CH2:12][CH3:13])=[CH:4][CH:3]=1.C([Sn](CCCC)(CCCC)[C:19]1[S:20][C:21]([Sn](CCCC)(CCCC)CCCC)=[CH:22][CH:23]=1)CCC. (2) Reactant: F[C:2]1[CH:9]=[CH:8][C:5]([CH:6]=[O:7])=[CH:4][CH:3]=1.[CH3:10][C@H:11]1[O:16][C@@H:15]([CH3:17])[CH2:14][NH:13][CH2:12]1.C(=O)([O-])[O-].[K+].[K+]. Product: [CH3:17][C@H:15]1[O:16][C@@H:11]([CH3:10])[CH2:12][N:13]([C:2]2[CH:9]=[CH:8][C:5]([CH:6]=[O:7])=[CH:4][CH:3]=2)[CH2:14]1. The catalyst class is: 9. (3) Reactant: Cl[CH:2]([C:14]1[CH:19]=[CH:18][CH:17]=[CH:16][CH:15]=1)[C:3]([C:5]1[C:13]2[C:8](=[CH:9][CH:10]=[CH:11][CH:12]=2)[NH:7][CH:6]=1)=[O:4].[F:20][C:21]([F:31])([F:30])[O:22][C:23]1[CH:24]=[C:25]([CH:27]=[CH:28][CH:29]=1)[NH2:26].CCN(C(C)C)C(C)C. Product: [NH:7]1[C:8]2[C:13](=[CH:12][CH:11]=[CH:10][CH:9]=2)[C:5]([C:3](=[O:4])[CH:2]([C:14]2[CH:19]=[CH:18][CH:17]=[CH:16][CH:15]=2)[NH:26][C:25]2[CH:27]=[CH:28][CH:29]=[C:23]([O:22][C:21]([F:20])([F:30])[F:31])[CH:24]=2)=[CH:6]1. The catalyst class is: 3. (4) Reactant: [N:1]1([C:7]([O:9][CH2:10][C:11]2[CH:16]=[CH:15][CH:14]=[CH:13][CH:12]=2)=[O:8])[CH2:6][CH2:5][NH:4][CH2:3][CH2:2]1.C(O)(=O)C.[CH3:21][C:22]([Si:25]([CH3:40])([CH3:39])[O:26][CH2:27][C@H:28]([NH:31][C:32](=[O:38])[O:33][C:34]([CH3:37])([CH3:36])[CH3:35])[CH:29]=O)([CH3:24])[CH3:23].[BH3-]C#N.[Na+]. Product: [CH3:21][C:22]([Si:25]([CH3:40])([CH3:39])[O:26][CH2:27][C@H:28]([NH:31][C:32]([O:33][C:34]([CH3:37])([CH3:36])[CH3:35])=[O:38])[CH2:29][N:4]1[CH2:5][CH2:6][N:1]([C:7]([O:9][CH2:10][C:11]2[CH:16]=[CH:15][CH:14]=[CH:13][CH:12]=2)=[O:8])[CH2:2][CH2:3]1)([CH3:23])[CH3:24]. The catalyst class is: 5. (5) Reactant: Br[C:2]1[CH:3]=[C:4]([S:8]([NH:11][C:12]2[CH:17]=[CH:16][C:15]([N:18]([CH3:20])[CH3:19])=[CH:14][CH:13]=2)(=[O:10])=[O:9])[CH:5]=[CH:6][CH:7]=1.[F:21][C:22]1[CH:27]=[CH:26][C:25](B(O)O)=[CH:24][CH:23]=1.C(=O)(O)[O-].[Na+]. Product: [CH3:19][N:18]([CH3:20])[C:15]1[CH:16]=[CH:17][C:12]([NH:11][S:8]([C:4]2[CH:3]=[C:2]([C:25]3[CH:26]=[CH:27][C:22]([F:21])=[CH:23][CH:24]=3)[CH:7]=[CH:6][CH:5]=2)(=[O:10])=[O:9])=[CH:13][CH:14]=1. The catalyst class is: 109. (6) Reactant: [BH4-].[Na+].[CH2:3]([N:10]1[CH2:15][CH2:14][C:13](=[O:16])[CH:12]([CH2:17][C:18]2[CH:23]=[CH:22][CH:21]=[CH:20][CH:19]=2)[CH2:11]1)[C:4]1[CH:9]=[CH:8][CH:7]=[CH:6][CH:5]=1. Product: [CH2:3]([N:10]1[CH2:15][CH2:14][CH:13]([OH:16])[CH:12]([CH2:17][C:18]2[CH:23]=[CH:22][CH:21]=[CH:20][CH:19]=2)[CH2:11]1)[C:4]1[CH:5]=[CH:6][CH:7]=[CH:8][CH:9]=1. The catalyst class is: 5. (7) Reactant: [NH:1]1[CH2:6][CH2:5][CH:4]([CH2:7][OH:8])[CH2:3][CH2:2]1.C(=O)([O-])[O-].[K+].[K+].[F:15][C:16]1[CH:23]=[C:22]([F:24])[C:21]([F:25])=[CH:20][C:17]=1[CH2:18]Br.O. Product: [F:15][C:16]1[CH:23]=[C:22]([F:24])[C:21]([F:25])=[CH:20][C:17]=1[CH2:18][N:1]1[CH2:6][CH2:5][CH:4]([CH:7]=[O:8])[CH2:3][CH2:2]1. The catalyst class is: 508. (8) Reactant: CO[C:3]([C:5]1[S:6][C:7]([C:15]2[CH:20]=[CH:19][C:18]([Cl:21])=[CH:17][CH:16]=2)=[CH:8][C:9]=1[N:10]=[CH:11][N:12]([CH3:14])C)=[O:4].[CH3:22][N:23]1[CH2:28][CH2:27][CH:26]([CH2:29][O:30][C:31]2[CH:32]=[C:33](CN)[CH:34]=[CH:35][CH:36]=2)[CH2:25][CH2:24]1. Product: [Cl:21][C:18]1[CH:17]=[CH:16][C:15]([C:7]2[S:6][C:5]3[C:3](=[O:4])[N:12]([CH2:14][C:35]4[CH:34]=[CH:33][CH:32]=[C:31]([O:30][CH2:29][CH:26]5[CH2:25][CH2:24][N:23]([CH3:22])[CH2:28][CH2:27]5)[CH:36]=4)[CH:11]=[N:10][C:9]=3[CH:8]=2)=[CH:20][CH:19]=1. The catalyst class is: 5. (9) Product: [C:1]([Si:5]([CH3:42])([CH3:41])[O:6][C@H:7](/[C:32](/[CH3:40])=[CH:33]/[C:34]1[N:35]=[C:36]([CH3:39])[S:37][CH:38]=1)[CH2:8][C@@H:9]1[O:11][C@:10]1([CH2:26][O:27][S:28]([CH3:31])(=[O:29])=[O:30])[CH2:12][CH2:13][CH2:14][C@H:15]([CH3:25])[CH2:16][OH:17])([CH3:2])([CH3:3])[CH3:4]. The catalyst class is: 61. Reactant: [C:1]([Si:5]([CH3:42])([CH3:41])[O:6][C@H:7](/[C:32](/[CH3:40])=[CH:33]/[C:34]1[N:35]=[C:36]([CH3:39])[S:37][CH:38]=1)[CH2:8][C@@H:9]1[O:11][C@:10]1([CH2:26][O:27][S:28]([CH3:31])(=[O:30])=[O:29])[CH2:12][CH2:13][CH2:14][C@H:15]([CH3:25])[CH2:16][O:17][Si](C(C)(C)C)(C)C)([CH3:4])([CH3:3])[CH3:2].C12(CS(O)(=O)=O)C(C)(C)C(CC1)CC2=O.C([O-])(O)=O.[Na+].CC(OC)(C)C.